From a dataset of NCI-60 drug combinations with 297,098 pairs across 59 cell lines. Regression. Given two drug SMILES strings and cell line genomic features, predict the synergy score measuring deviation from expected non-interaction effect. (1) Drug 1: C1C(C(OC1N2C=C(C(=O)NC2=O)F)CO)O. Drug 2: CC1C(C(CC(O1)OC2CC(OC(C2O)C)OC3=CC4=CC5=C(C(=O)C(C(C5)C(C(=O)C(C(C)O)O)OC)OC6CC(C(C(O6)C)O)OC7CC(C(C(O7)C)O)OC8CC(C(C(O8)C)O)(C)O)C(=C4C(=C3C)O)O)O)O. Cell line: A549. Synergy scores: CSS=70.9, Synergy_ZIP=-2.23, Synergy_Bliss=-0.992, Synergy_Loewe=-0.829, Synergy_HSA=0.558. (2) Drug 2: CCC1=C2CN3C(=CC4=C(C3=O)COC(=O)C4(CC)O)C2=NC5=C1C=C(C=C5)O. Cell line: SNB-75. Drug 1: CC(C1=C(C=CC(=C1Cl)F)Cl)OC2=C(N=CC(=C2)C3=CN(N=C3)C4CCNCC4)N. Synergy scores: CSS=33.9, Synergy_ZIP=-1.16, Synergy_Bliss=-1.70, Synergy_Loewe=-17.1, Synergy_HSA=-2.16. (3) Drug 1: CC1CCC2CC(C(=CC=CC=CC(CC(C(=O)C(C(C(=CC(C(=O)CC(OC(=O)C3CCCCN3C(=O)C(=O)C1(O2)O)C(C)CC4CCC(C(C4)OC)O)C)C)O)OC)C)C)C)OC. Drug 2: C1=NC(=NC(=O)N1C2C(C(C(O2)CO)O)O)N. Cell line: EKVX. Synergy scores: CSS=0.143, Synergy_ZIP=-2.95, Synergy_Bliss=-2.33, Synergy_Loewe=-2.61, Synergy_HSA=-2.61. (4) Drug 1: COC1=NC(=NC2=C1N=CN2C3C(C(C(O3)CO)O)O)N. Drug 2: COCCOC1=C(C=C2C(=C1)C(=NC=N2)NC3=CC=CC(=C3)C#C)OCCOC.Cl. Cell line: SF-295. Synergy scores: CSS=-1.07, Synergy_ZIP=0.988, Synergy_Bliss=2.87, Synergy_Loewe=0.915, Synergy_HSA=0.0911.